Predict the reactants needed to synthesize the given product. From a dataset of Full USPTO retrosynthesis dataset with 1.9M reactions from patents (1976-2016). (1) Given the product [Cl:6][C:7]1[CH:8]=[C:9]([C:14]2([C:29]([F:30])([F:32])[F:31])[O:18][N:17]=[C:16]([C:19]3[CH:20]=[CH:21][C:22]([F:28])=[C:23]([CH:24]=3)[NH2:25])[CH2:15]2)[CH:10]=[C:11]([Cl:13])[CH:12]=1, predict the reactants needed to synthesize it. The reactants are: C(O)(=O)C.O.[Cl:6][C:7]1[CH:8]=[C:9]([C:14]2([C:29]([F:32])([F:31])[F:30])[O:18][N:17]=[C:16]([C:19]3[CH:20]=[CH:21][C:22]([F:28])=[C:23]([N+:25]([O-])=O)[CH:24]=3)[CH2:15]2)[CH:10]=[C:11]([Cl:13])[CH:12]=1. (2) Given the product [C:41]([O:40][C:38](=[O:39])[S:37][CH2:36][CH:32]([NH:31][C:29]([O:28][C:24]([CH3:27])([CH3:26])[CH3:25])=[O:30])[C:33]([N:13]1[CH2:14][CH2:15][CH:10]([N:9]([CH2:16][C:17]2[C:22]([CH3:23])=[CH:21][CH:20]=[CH:19][N:18]=2)[CH2:8][C:3]2[C:2]([CH3:1])=[CH:7][CH:6]=[CH:5][N:4]=2)[CH2:11][CH2:12]1)=[O:34])([CH3:44])([CH3:43])[CH3:42], predict the reactants needed to synthesize it. The reactants are: [CH3:1][C:2]1[C:3]([CH2:8][N:9]([CH2:16][C:17]2[C:22]([CH3:23])=[CH:21][CH:20]=[CH:19][N:18]=2)[CH:10]2[CH2:15][CH2:14][NH:13][CH2:12][CH2:11]2)=[N:4][CH:5]=[CH:6][CH:7]=1.[C:24]([O:28][C:29]([NH:31][CH:32]([CH2:36][S:37][C:38]([O:40][C:41]([CH3:44])([CH3:43])[CH3:42])=[O:39])[C:33](O)=[O:34])=[O:30])([CH3:27])([CH3:26])[CH3:25].CCN(C(C)C)C(C)C.CCN=C=NCCCN(C)C.C1C=CC2N(O)N=NC=2C=1. (3) The reactants are: C[O:2][C:3](=[O:29])[C:4]1[CH:9]=[CH:8][C:7]([C:10]2[C:14]([NH:15][C:16]([O:18][C@@H:19]([C:21]3[CH:26]=[CH:25][CH:24]=[CH:23][CH:22]=3)[CH3:20])=[O:17])=[C:13]([CH3:27])[N:12]([CH3:28])[N:11]=2)=[CH:6][CH:5]=1.[Li+].[OH-]. Given the product [CH3:28][N:12]1[C:13]([CH3:27])=[C:14]([NH:15][C:16]([O:18][C@@H:19]([C:21]2[CH:26]=[CH:25][CH:24]=[CH:23][CH:22]=2)[CH3:20])=[O:17])[C:10]([C:7]2[CH:6]=[CH:5][C:4]([C:3]([OH:29])=[O:2])=[CH:9][CH:8]=2)=[N:11]1, predict the reactants needed to synthesize it.